Dataset: Forward reaction prediction with 1.9M reactions from USPTO patents (1976-2016). Task: Predict the product of the given reaction. Given the reactants C([BH3-])#N.[Na+].[OH:5][CH:6]1[CH2:11][CH2:10][NH:9][CH2:8][CH2:7]1.[C:12]1(=O)[CH2:15][CH2:14][CH2:13]1, predict the reaction product. The product is: [CH:12]1([N:9]2[CH2:10][CH2:11][CH:6]([OH:5])[CH2:7][CH2:8]2)[CH2:15][CH2:14][CH2:13]1.